Dataset: Forward reaction prediction with 1.9M reactions from USPTO patents (1976-2016). Task: Predict the product of the given reaction. (1) Given the reactants [F:1][C:2]1[CH:3]=[C:4]([CH:14]=[CH:15][CH:16]=1)[O:5][C:6]1[CH:13]=[CH:12][C:9]([C:10]#[N:11])=[CH:8][CH:7]=1.[H-].[Al+3].[Li+].[H-].[H-].[H-].C1COCC1.[OH-].[Na+], predict the reaction product. The product is: [F:1][C:2]1[CH:3]=[C:4]([CH:14]=[CH:15][CH:16]=1)[O:5][C:6]1[CH:13]=[CH:12][C:9]([CH2:10][NH2:11])=[CH:8][CH:7]=1. (2) Given the reactants [CH2:1]([C:3]([C:15]1[CH:20]=[CH:19][C:18]([OH:21])=[C:17]([CH3:22])[CH:16]=1)([C:6]1[CH:11]=[CH:10][C:9]([C:12]#[CH:13])=[C:8]([CH3:14])[CH:7]=1)[CH2:4][CH3:5])[CH3:2].[CH3:23][C:24]([CH3:32])([CH2:27][CH2:28][CH2:29][CH2:30][CH3:31])[CH:25]=[O:26], predict the reaction product. The product is: [CH2:1]([C:3]([C:15]1[CH:20]=[CH:19][C:18]([OH:21])=[C:17]([CH3:22])[CH:16]=1)([C:6]1[CH:11]=[CH:10][C:9]([C:12]#[C:13][CH:25]([OH:26])[C:24]([CH3:32])([CH3:23])[CH2:27][CH2:28][CH2:29][CH2:30][CH3:31])=[C:8]([CH3:14])[CH:7]=1)[CH2:4][CH3:5])[CH3:2].